From a dataset of Experimentally validated miRNA-target interactions with 360,000+ pairs, plus equal number of negative samples. Binary Classification. Given a miRNA mature sequence and a target amino acid sequence, predict their likelihood of interaction. (1) The miRNA is hsa-miR-7152-3p with sequence UCUGGUCCUGGACAGGAGGC. The protein sequence of the target gene is MYSLNQEIKAFSRNNLRKQCTRVTTLTGKKIIETWKDARIHVVEEVEPSSGGGCGYVQDLSSDLQVGVIKPWLLLGSQDAAHDLDTLKKNKVTHILNVAYGVENAFLSDFTYKSISILDLPETNILSYFPECFEFIEEAKRKDGVVLVHCNAGVSRAAAIVIGFLMNSEQTSFTSAFSLVKNARPSICPNSGFMEQLRTYQEGKESNKCDRIQENSS. Result: 0 (no interaction). (2) Result: 1 (interaction). The protein sequence of the target gene is MARGPKKHLKRVAAPKHWMLDKLTGVFAPRPSTGPHKLRECLPLIVFLRNRLKYALTGDEVKKICMQRFIKIDGKVRVDVTYPAGFMDVISIEKTGEHFRLVYDTKGRFAVHRITVEEAKYKLCKVRKITVGVKGIPHLVTHDARTIRYPDPVIKVNDTVQIDLGTGKIINFIKFDTGNLCMVIGGANLGRVGVITNRERHPGSFDVVHVKDANGNSFATRLSNIFVIGNGNKPWISLPRGKGIRLTVAEERDKRLATKQSSG. The miRNA is hsa-miR-208b-3p with sequence AUAAGACGAACAAAAGGUUUGU.